This data is from Experimentally validated miRNA-target interactions with 360,000+ pairs, plus equal number of negative samples. The task is: Binary Classification. Given a miRNA mature sequence and a target amino acid sequence, predict their likelihood of interaction. (1) The miRNA is mmu-miR-344h-3p with sequence GGUAUAACCAAAGCCCGACUGU. The protein sequence of the target gene is MPPKTKGRGRKAEARKKKKNSSPGVEAEAKHRLVLLEKELLQDRLALQREEARRAKASEDRLKQRLQGLEAELERTQSEGKAIYAEMSRQRQALKEELGTRSKQLEEEVRSLKEQLETCQREAKTAKEEAERALRKQDGTLAQLHAHVADMEAKYEEILHDNLDCLLAKLRVVKPHWDANVLRLHTRLKEQLRQFGLNPLDL. Result: 0 (no interaction). (2) The miRNA is hsa-miR-3927-3p with sequence CAGGUAGAUAUUUGAUAGGCAU. The protein sequence of the target gene is MSLVDLGKKLLEAARAGQDDEVRILMANGAPFTTDWLGTSPLHLAAQYGHYSTTEVLLRAGVSRDARTKVDRTPLHMAASEGHASIVEVLLKHGADVNAKDMLKMTALHWATEHNHQEVVELLIKYGADVHTQSKFCKTAFDISIDNGNEDLAEILQIAMQNQINTNPESPDTVTIHAATPQFIIGPGGVVNLTGLVSSENSSKATDETGVSAVQFGNSSTSVLATLAALAEASAPLSNSSETPVVATEEVVTAESVDGAIQQVVSSGGQQVITIVTDGIQLGNLHSIPTSGIGQPIIVT.... Result: 1 (interaction). (3) The miRNA is hsa-miR-6785-5p with sequence UGGGAGGGCGUGGAUGAUGGUG. The protein sequence of the target gene is MGARASGGPLARAGLLLLLLLLLLLGLLAPGAQGARGRGGAEKNSYRRTVNTFSQSVSSLFGEDNVRAAQKFLARLTERFVLGVDMFVETLWKVWTELLDVLGLDVSNLSQYFSPASVSSSPARALLLVGVVLLAYWFLSLTLGFTFSVLHVVFGRFFWIVRVVLFSMSCVYILHKYEGEPENAVLPLCFVVAVYFMTGPMGFYWRSSPSGPSNPSNPSVEEKLEHLEKQVRLLNIRLNRVLESLDRSKDK. Result: 1 (interaction). (4) The miRNA is hsa-miR-4472 with sequence GGUGGGGGGUGUUGUUUU. The protein sequence of the target gene is MPAENSPAPAYKVSSHGGDSGLDGLGGPGVQLGSPDKKKRKANTQGPSFPPLSEYAPPPNPNSDHLVAANPFDDNYNTISYKPLPSSNPYLGPGYPGFGGYSTFRMPPHVPPRMSSPYCGPYSLRNQPHPFPQNPLGMGFNRPHAFNFGPHDNSSFGNPSYNNALSQNVNMPNQHFRQNPAENFSQIPPQNASQVSNPDLASNFVPGNNSNFTSPLESNHSFIPPPNTFGQAKAPPPKQDFTQGATKNTNQNSSAHPPHLNMDDTVNQSNIELKNVNRNNAVNQENSRSSSTEATNNNPA.... Result: 1 (interaction). (5) The miRNA is hsa-miR-33b-5p with sequence GUGCAUUGCUGUUGCAUUGC. The protein sequence of the target gene is MNCVCRLVLVVLSLWPDTAVAPGPPPGPPRVSPDPRAELDSTVLLTRSLLADTRQLAAQLRDKFPADGDHNLDSLPTLAMSAGALGALQLPGVLTRLRADLLSYLRHVQWLRRAGGSSLKTLEPELGTLQARLDRLLRRLQLLMSRLALPQPPPDPPAPPLAPPSSAWGGIRAAHAILGGLHLTLDWAVRGLLLLKTRL. Result: 0 (no interaction). (6) The miRNA is hsa-miR-26b-5p with sequence UUCAAGUAAUUCAGGAUAGGU. The protein sequence of the target gene is MSPCGRKMGEGRQQRRAPVGKLLLLPGRRDTPHGRSGSSGARTQRSLLWLLVHVWLWAASGSSAQLFNLTLSVDEGLPPDTLVGDIRAGLPAAQQQEGSGFFLSEDSDDSPLLDDFHVHPDTGIIRTARRLDRERRDHYSFVAATLLGAVVQVEIRVNDVNDHSPRFPLDSLQLDVSELSPPGTAFRLPVAHDPDAGLFSTQGYTLVQPSDLPKDPAGPFFQLRYRTPGPLPSPLLPGSSSPLEPLDLVLLRRLDREEAAAHRLQIEAWDGGRPRRTGLLSVELRVLDENDNPPVFEQDE.... Result: 1 (interaction).